This data is from NCI-60 drug combinations with 297,098 pairs across 59 cell lines. The task is: Regression. Given two drug SMILES strings and cell line genomic features, predict the synergy score measuring deviation from expected non-interaction effect. (1) Drug 1: CC1=C2C(C(=O)C3(C(CC4C(C3C(C(C2(C)C)(CC1OC(=O)C(C(C5=CC=CC=C5)NC(=O)OC(C)(C)C)O)O)OC(=O)C6=CC=CC=C6)(CO4)OC(=O)C)OC)C)OC. Drug 2: CCC1(CC2CC(C3=C(CCN(C2)C1)C4=CC=CC=C4N3)(C5=C(C=C6C(=C5)C78CCN9C7C(C=CC9)(C(C(C8N6C=O)(C(=O)OC)O)OC(=O)C)CC)OC)C(=O)OC)O.OS(=O)(=O)O. Cell line: IGROV1. Synergy scores: CSS=37.7, Synergy_ZIP=-4.00, Synergy_Bliss=1.70, Synergy_Loewe=0.172, Synergy_HSA=4.76. (2) Drug 1: CC1CCC2CC(C(=CC=CC=CC(CC(C(=O)C(C(C(=CC(C(=O)CC(OC(=O)C3CCCCN3C(=O)C(=O)C1(O2)O)C(C)CC4CCC(C(C4)OC)O)C)C)O)OC)C)C)C)OC. Drug 2: C1CNP(=O)(OC1)N(CCCl)CCCl. Cell line: SNB-75. Synergy scores: CSS=16.3, Synergy_ZIP=-3.73, Synergy_Bliss=-1.17, Synergy_Loewe=-14.6, Synergy_HSA=-0.800. (3) Drug 1: C1=CN(C(=O)N=C1N)C2C(C(C(O2)CO)O)(F)F. Drug 2: COCCOC1=C(C=C2C(=C1)C(=NC=N2)NC3=CC=CC(=C3)C#C)OCCOC. Cell line: HT29. Synergy scores: CSS=63.9, Synergy_ZIP=12.0, Synergy_Bliss=11.7, Synergy_Loewe=10.6, Synergy_HSA=16.3. (4) Drug 1: C1=CC=C(C(=C1)C(C2=CC=C(C=C2)Cl)C(Cl)Cl)Cl. Drug 2: CCCCCOC(=O)NC1=NC(=O)N(C=C1F)C2C(C(C(O2)C)O)O. Cell line: SN12C. Synergy scores: CSS=2.75, Synergy_ZIP=-2.01, Synergy_Bliss=-3.28, Synergy_Loewe=-0.129, Synergy_HSA=-0.926. (5) Drug 1: CC12CCC3C(C1CCC2=O)CC(=C)C4=CC(=O)C=CC34C. Drug 2: CN(C(=O)NC(C=O)C(C(C(CO)O)O)O)N=O. Cell line: SK-MEL-5. Synergy scores: CSS=35.9, Synergy_ZIP=-2.89, Synergy_Bliss=-4.66, Synergy_Loewe=-2.51, Synergy_HSA=-2.36. (6) Drug 1: CC12CCC(CC1=CCC3C2CCC4(C3CC=C4C5=CN=CC=C5)C)O. Drug 2: C1=NC(=NC(=O)N1C2C(C(C(O2)CO)O)O)N. Cell line: OVCAR-5. Synergy scores: CSS=5.95, Synergy_ZIP=-1.06, Synergy_Bliss=0.782, Synergy_Loewe=-1.03, Synergy_HSA=-0.0413. (7) Drug 1: C1CC(=O)NC(=O)C1N2CC3=C(C2=O)C=CC=C3N. Drug 2: COC1=CC(=CC(=C1O)OC)C2C3C(COC3=O)C(C4=CC5=C(C=C24)OCO5)OC6C(C(C7C(O6)COC(O7)C8=CC=CS8)O)O. Cell line: HCT-15. Synergy scores: CSS=42.4, Synergy_ZIP=-3.41, Synergy_Bliss=-4.73, Synergy_Loewe=-34.2, Synergy_HSA=-2.77.